Dataset: Reaction yield outcomes from USPTO patents with 853,638 reactions. Task: Predict the reaction yield, written as a fraction of the theoretical maximum amount of product (1.0 means a 100% yield; for example, 0.34 means a 34% yield). The reactants are [CH2:1]([N:8]1[CH2:13][CH2:12][C:11]([C:27]2[CH:28]=[C:29](OS(C(F)(F)F)(=O)=O)[CH:30]=[CH:31][CH:32]=2)([C:14]2[CH:19]=[CH:18][C:17]([C:20](=[O:26])[N:21]([CH2:24][CH3:25])[CH2:22][CH3:23])=[CH:16][CH:15]=2)[CH2:10][CH2:9]1)[C:2]1[CH:7]=[CH:6][CH:5]=[CH:4][CH:3]=1.[CH3:41][N:42](C=O)C. The catalyst is C(OCC)C.[C-]#N.[Zn+2].[C-]#N. The product is [CH2:1]([N:8]1[CH2:13][CH2:12][C:11]([C:14]2[CH:15]=[CH:16][C:17]([C:20]([N:21]([CH2:24][CH3:25])[CH2:22][CH3:23])=[O:26])=[CH:18][CH:19]=2)([C:27]2[CH:32]=[CH:31][CH:30]=[C:29]([C:41]#[N:42])[CH:28]=2)[CH2:10][CH2:9]1)[C:2]1[CH:7]=[CH:6][CH:5]=[CH:4][CH:3]=1. The yield is 0.910.